Dataset: Catalyst prediction with 721,799 reactions and 888 catalyst types from USPTO. Task: Predict which catalyst facilitates the given reaction. (1) The catalyst class is: 20. Product: [CH2:56]([N:5]([CH2:1][CH2:2][CH2:3][CH3:4])[C:6]([C:8]1[CH:12]=[C:11]([CH3:13])[N:10]([C:14]2[CH:19]=[CH:18][C:17]([N:20]3[CH2:25][CH2:24][N:23]([CH2:26][C:27]4[CH:32]=[CH:31][C:30]([Cl:33])=[CH:29][CH:28]=4)[C:22](=[O:34])[CH2:21]3)=[CH:16][C:15]=2[C:35]([N:37]2[C@H:46]([CH2:47][OH:48])[CH2:45][C:44]3[C:39](=[CH:40][CH:41]=[CH:42][CH:43]=3)[CH2:38]2)=[O:36])[N:9]=1)=[O:7])[CH2:57][CH2:58][CH3:59]. Reactant: [CH2:1]([N:5]([CH2:56][CH2:57][CH2:58][CH3:59])[C:6]([C:8]1[CH:12]=[C:11]([CH3:13])[N:10]([C:14]2[CH:19]=[CH:18][C:17]([N:20]3[CH2:25][CH2:24][N:23]([CH2:26][C:27]4[CH:32]=[CH:31][C:30]([Cl:33])=[CH:29][CH:28]=4)[C:22](=[O:34])[CH2:21]3)=[CH:16][C:15]=2[C:35]([N:37]2[C@H:46]([CH2:47][O:48][Si](C(C)(C)C)(C)C)[CH2:45][C:44]3[C:39](=[CH:40][CH:41]=[CH:42][CH:43]=3)[CH2:38]2)=[O:36])[N:9]=1)=[O:7])[CH2:2][CH2:3][CH3:4].Cl.C([O-])(O)=O.[Na+]. (2) Reactant: Cl.[NH2:2][CH2:3][CH2:4][S:5][C:6]1[CH:15]=[CH:14][C:9]([C:10]([O:12][CH3:13])=[O:11])=[CH:8][CH:7]=1.[O:16]1[C:20]2[CH:21]=[CH:22][CH:23]=[CH:24][C:19]=2[CH:18]=[C:17]1[C:25](O)=[O:26].CN(C(ON1N=NC2C=CC=CC1=2)=[N+](C)C)C.F[P-](F)(F)(F)(F)F.C(N(CC)CC)C.C([O-])(O)=O.[Na+]. Product: [O:16]1[C:20]2[CH:21]=[CH:22][CH:23]=[CH:24][C:19]=2[CH:18]=[C:17]1[C:25]([NH:2][CH2:3][CH2:4][S:5][C:6]1[CH:15]=[CH:14][C:9]([C:10]([O:12][CH3:13])=[O:11])=[CH:8][CH:7]=1)=[O:26]. The catalyst class is: 3.